From a dataset of Forward reaction prediction with 1.9M reactions from USPTO patents (1976-2016). Predict the product of the given reaction. (1) Given the reactants [F:1][C:2]1[CH:7]=[CH:6][C:5]([N:8]2[C:12]([C:13]3[CH:23]=[CH:22][C:16]4[O:17][CH2:18][C:19](=[O:21])[NH:20][C:15]=4[CH:14]=3)=[CH:11][C:10]([CH2:24]O)=[N:9]2)=[CH:4][CH:3]=1.C(N(S(F)(F)[F:32])CC)C, predict the reaction product. The product is: [F:32][CH2:24][C:10]1[CH:11]=[C:12]([C:13]2[CH:23]=[CH:22][C:16]3[O:17][CH2:18][C:19](=[O:21])[NH:20][C:15]=3[CH:14]=2)[N:8]([C:5]2[CH:4]=[CH:3][C:2]([F:1])=[CH:7][CH:6]=2)[N:9]=1. (2) Given the reactants [CH2:1]([C:4]1[CH:9]=[CH:8][C:7]([C:10]2(O)[CH2:19][CH2:18][C:13]3([O:17][CH2:16][CH2:15][O:14]3)[CH2:12][CH2:11]2)=[CH:6][CH:5]=1)[CH2:2][CH3:3].CC[N+](S(N=C(OC)[O-])(=O)=O)(CC)CC, predict the reaction product. The product is: [CH2:1]([C:4]1[CH:5]=[CH:6][C:7]([C:10]2[CH2:19][CH2:18][C:13]3([O:17][CH2:16][CH2:15][O:14]3)[CH2:12][CH:11]=2)=[CH:8][CH:9]=1)[CH2:2][CH3:3].